Task: Predict the reactants needed to synthesize the given product.. Dataset: Full USPTO retrosynthesis dataset with 1.9M reactions from patents (1976-2016) (1) Given the product [Cl:1][C:2]1[CH:25]=[CH:24][C:5]([CH2:6][N:7]2[C:11]([CH3:12])=[C:10]([C:13]3[CH:18]=[CH:17][C:16]([C:19]#[N:20])=[CH:15][CH:14]=3)[C:9]([C:21]#[N:22])=[C:8]2[CH3:23])=[CH:4][C:3]=1/[CH:26]=[CH:36]/[C:37]([O:39][CH2:40][CH3:41])=[O:38], predict the reactants needed to synthesize it. The reactants are: [Cl:1][C:2]1[CH:25]=[CH:24][C:5]([CH2:6][N:7]2[C:11]([CH3:12])=[C:10]([C:13]3[CH:18]=[CH:17][C:16]([C:19]#[N:20])=[CH:15][CH:14]=3)[C:9]([C:21]#[N:22])=[C:8]2[CH3:23])=[CH:4][C:3]=1[CH:26]=O.C(OP([CH2:36][C:37]([O:39][CH2:40][CH3:41])=[O:38])(OCC)=O)C.N12CCCN=C1CCCCC2. (2) Given the product [CH:30]1([CH2:33][N:4]2[CH2:5][CH:6]3[CH:2]([CH:7]3[CH2:8][N:9]([CH2:18][C:19]3[CH:24]=[CH:23][CH:22]=[C:21]([O:25][C:26]([F:28])([F:29])[F:27])[CH:20]=3)[C:10]([C:12]3[N:13]=[CH:14][N:15]([CH3:17])[CH:16]=3)=[O:11])[CH2:3]2)[CH2:32][CH2:31]1, predict the reactants needed to synthesize it. The reactants are: Cl.[CH:2]12[CH:7]([CH2:8][N:9]([CH2:18][C:19]3[CH:24]=[CH:23][CH:22]=[C:21]([O:25][C:26]([F:29])([F:28])[F:27])[CH:20]=3)[C:10]([C:12]3[N:13]=[CH:14][N:15]([CH3:17])[CH:16]=3)=[O:11])[CH:6]1[CH2:5][NH:4][CH2:3]2.[CH:30]1([CH:33]=O)[CH2:32][CH2:31]1. (3) Given the product [CH2:32]([C:22]1[CH:23]=[C:24]([C:25]2[O:12][C:10]([C:8]3[S:9][C:5]([CH2:1][CH:2]([CH3:3])[CH3:4])=[CH:6][CH:7]=3)=[N:28][N:27]=2)[CH:29]=[C:30]([CH3:31])[C:21]=1[OH:20])[CH3:33], predict the reactants needed to synthesize it. The reactants are: [CH2:1]([C:5]1[S:9][C:8]([C:10]([OH:12])=O)=[CH:7][CH:6]=1)[CH:2]([CH3:4])[CH3:3].C([O:20][C:21]1[C:30]([CH3:31])=[CH:29][C:24]([C:25]([NH:27][NH2:28])=O)=[CH:23][C:22]=1[CH2:32][CH3:33])C1C=CC=CC=1. (4) Given the product [CH2:28]([CH:27]1[C:22]([C:20]2[CH:19]=[CH:18][C:16]3[N:17]=[C:13]([C:10]4[CH:9]=[CH:8][C:7]([CH:33]=[CH:34][C:35]5[CH:40]=[CH:39][CH:38]=[CH:37][CH:36]=5)=[CH:12][CH:11]=4)[O:14][C:15]=3[CH:21]=2)=[N:23][NH:24][C:25](=[O:30])[CH2:26]1)[CH3:29], predict the reactants needed to synthesize it. The reactants are: FC(F)(F)S(O[C:7]1[CH:12]=[CH:11][C:10]([C:13]2[O:14][C:15]3[CH:21]=[C:20]([C:22]4[CH:27]([CH2:28][CH3:29])[CH2:26][C:25](=[O:30])[NH:24][N:23]=4)[CH:19]=[CH:18][C:16]=3[N:17]=2)=[CH:9][CH:8]=1)(=O)=O.[CH2:33]=[CH:34][C:35]1[CH:40]=[CH:39][CH:38]=[CH:37][CH:36]=1.C1(C)C=CC=CC=1P(C1C=CC=CC=1C)C1C=CC=CC=1C.C(N(CC)CC)C. (5) Given the product [CH2:23]([N:22]([CH3:21])[CH:17]1[CH2:18][CH2:19][N:14]([C:11]2[CH:12]=[CH:13][C:8]([CH2:7][N:1]3[CH2:6][CH2:5][O:4][CH2:3][CH2:2]3)=[CH:9][CH:10]=2)[CH2:15][CH2:16]1)[CH3:24], predict the reactants needed to synthesize it. The reactants are: [N:1]1([CH2:7][C:8]2[CH:13]=[CH:12][C:11]([N:14]3[CH2:19][CH2:18][C:17](=O)[CH2:16][CH2:15]3)=[CH:10][CH:9]=2)[CH2:6][CH2:5][O:4][CH2:3][CH2:2]1.[CH3:21][NH:22][CH2:23][CH3:24].